Dataset: Forward reaction prediction with 1.9M reactions from USPTO patents (1976-2016). Task: Predict the product of the given reaction. (1) The product is: [Cl:1][C:2]1[CH:3]=[C:4]([N:12]2[CH2:17][CH2:16][O:15][CH2:14][CH2:13]2)[N:5]=[C:6]([NH:18][C:19]2([CH2:20][OH:21])[CH2:23][CH2:36][O:37][CH2:24][CH2:22]2)[N:7]=1. Given the reactants [Cl:1][C:2]1[N:7]=[C:6](S(C)(=O)=O)[N:5]=[C:4]([N:12]2[CH2:17][CH2:16][O:15][CH2:14][CH2:13]2)[CH:3]=1.[NH2:18][C:19]([CH3:23])([CH3:22])[CH2:20][OH:21].[CH3:24]CN(C(C)C)C(C)C.CN([CH:36]=[O:37])C, predict the reaction product. (2) Given the reactants [CH2:1]([O:3][C:4](=[O:24])[C:5]1[CH:10]=[CH:9][CH:8]=[C:7]([N:11]2[C:15]([CH3:16])=[CH:14][CH:13]=[C:12]2[C:17]2[CH:22]=[CH:21][CH:20]=[CH:19][C:18]=2[OH:23])[CH:6]=1)[CH3:2].C([O-])([O-])=O.[K+].[K+].[F:31][C:32]1[CH:39]=[CH:38][C:35]([CH2:36]Br)=[CH:34][CH:33]=1, predict the reaction product. The product is: [CH2:1]([O:3][C:4](=[O:24])[C:5]1[CH:10]=[CH:9][CH:8]=[C:7]([N:11]2[C:15]([CH3:16])=[CH:14][CH:13]=[C:12]2[C:17]2[CH:22]=[CH:21][CH:20]=[CH:19][C:18]=2[O:23][CH2:36][C:35]2[CH:38]=[CH:39][C:32]([F:31])=[CH:33][CH:34]=2)[CH:6]=1)[CH3:2]. (3) Given the reactants [CH2:1]([NH2:4])[C:2]#[CH:3].[C:5](O[C:5]([O:7][C:8]([CH3:11])([CH3:10])[CH3:9])=[O:6])([O:7][C:8]([CH3:11])([CH3:10])[CH3:9])=[O:6], predict the reaction product. The product is: [CH2:1]([NH:4][C:5](=[O:6])[O:7][C:8]([CH3:11])([CH3:10])[CH3:9])[C:2]#[CH:3]. (4) Given the reactants [CH3:1][C:2]1([CH3:14])[C:6]([CH3:8])([CH3:7])[O:5][B:4]([C:9]2[CH:10]=[N:11][NH:12][CH:13]=2)[O:3]1.C(=O)([O-])[O-].[Cs+].[Cs+].[Cl:21][CH2:22][CH2:23]Br, predict the reaction product. The product is: [Cl:21][CH2:22][CH2:23][N:12]1[CH:13]=[C:9]([B:4]2[O:5][C:6]([CH3:7])([CH3:8])[C:2]([CH3:14])([CH3:1])[O:3]2)[CH:10]=[N:11]1.